The task is: Predict the product of the given reaction.. This data is from Forward reaction prediction with 1.9M reactions from USPTO patents (1976-2016). (1) Given the reactants [CH3:1][C:2]1[NH:3][C:4]2[C:9]([C:10]=1[CH2:11][C:12]([O:14]CC)=O)=[CH:8][C:7]([CH3:17])=[CH:6][CH:5]=2.[CH2:18]([NH2:21])[CH2:19][NH2:20], predict the reaction product. The product is: [NH2:20][CH2:19][CH2:18][NH:21][C:12](=[O:14])[CH2:11][C:10]1[C:9]2[C:4](=[CH:5][CH:6]=[C:7]([CH3:17])[CH:8]=2)[NH:3][C:2]=1[CH3:1]. (2) Given the reactants [CH2:1](I)[CH3:2].[C:4]1([C:28]2[CH:33]=[CH:32][CH:31]=[CH:30][CH:29]=2)[CH:9]=[CH:8][C:7]([O:10][CH2:11][CH2:12][CH2:13][O:14][C:15]2[CH:20]=[CH:19][C:18]([CH2:21][CH:22]([OH:26])[C:23]([OH:25])=[O:24])=[C:17]([Cl:27])[CH:16]=2)=[CH:6][CH:5]=1.Cl, predict the reaction product. The product is: [C:4]1([C:28]2[CH:33]=[CH:32][CH:31]=[CH:30][CH:29]=2)[CH:9]=[CH:8][C:7]([O:10][CH2:11][CH2:12][CH2:13][O:14][C:15]2[CH:20]=[CH:19][C:18]([CH2:21][CH:22]([O:26][CH2:1][CH3:2])[C:23]([OH:25])=[O:24])=[C:17]([Cl:27])[CH:16]=2)=[CH:6][CH:5]=1. (3) The product is: [C:1]([O:5][C:6]([N:8]1[C@H:13]([C:14](=[O:16])[NH:24][CH2:23][C:22]2[CH:25]=[CH:26][CH:27]=[C:20]([Cl:19])[C:21]=2[F:28])[CH2:12][C@@:11]2([CH2:17][OH:18])[C@@H:9]1[CH2:10]2)=[O:7])([CH3:2])([CH3:3])[CH3:4]. Given the reactants [C:1]([O:5][C:6]([N:8]1[C@H:13]([C:14]([OH:16])=O)[CH2:12][C@@:11]2([CH2:17][OH:18])[C@@H:9]1[CH2:10]2)=[O:7])([CH3:4])([CH3:3])[CH3:2].[Cl:19][C:20]1[C:21]([F:28])=[C:22]([CH:25]=[CH:26][CH:27]=1)[CH2:23][NH2:24].CN(C(ON1N=NC2C=CC=CC1=2)=[N+](C)C)C.F[P-](F)(F)(F)(F)F.CCN(C(C)C)C(C)C.Cl, predict the reaction product. (4) Given the reactants [C:1]([O:6][CH2:7][CH2:8][OH:9])(=[O:5])[C:2]([CH3:4])=[CH2:3].[C:10]1([CH3:20])[CH:15]=[CH:14][C:13]([S:16](Cl)(=[O:18])=[O:17])=[CH:12][CH:11]=1, predict the reaction product. The product is: [C:1]([O:6][CH2:7][CH2:8][O:9][S:16]([C:13]1[CH:14]=[CH:15][C:10]([CH3:20])=[CH:11][CH:12]=1)(=[O:18])=[O:17])(=[O:5])[C:2]([CH3:4])=[CH2:3]. (5) The product is: [CH3:1][O:2][C:3](=[O:14])[CH2:4][O:5][C:6]1[CH:11]=[CH:10][C:9]([O:12][CH2:17][CH2:16][Br:15])=[CH:8][C:7]=1[CH3:13]. Given the reactants [CH3:1][O:2][C:3](=[O:14])[CH2:4][O:5][C:6]1[CH:11]=[CH:10][C:9]([OH:12])=[CH:8][C:7]=1[CH3:13].[Br:15][CH2:16][CH2:17]Br.C([O-])([O-])=O.[Cs+].[Cs+], predict the reaction product.